This data is from Full USPTO retrosynthesis dataset with 1.9M reactions from patents (1976-2016). The task is: Predict the reactants needed to synthesize the given product. (1) Given the product [Cl:1][C:2]1[CH:30]=[C:29]([O:31][CH2:32][CH2:33][CH2:34][CH2:35][CH3:36])[CH:28]=[CH:27][C:3]=1[CH2:4][N:5]1[C:9]2[CH:10]=[C:11]([O:15][CH2:16][CH2:17][CH2:18][C:19]([OH:21])=[O:20])[CH:12]=[C:13]([CH3:14])[C:8]=2[N:7]=[C:6]1[O:24][CH2:25][CH3:26], predict the reactants needed to synthesize it. The reactants are: [Cl:1][C:2]1[CH:30]=[C:29]([O:31][CH2:32][CH2:33][CH2:34][CH2:35][CH3:36])[CH:28]=[CH:27][C:3]=1[CH2:4][N:5]1[C:9]2[CH:10]=[C:11]([O:15][CH2:16][CH2:17][CH2:18][C:19]([O:21]CC)=[O:20])[CH:12]=[C:13]([CH3:14])[C:8]=2[N:7]=[C:6]1[O:24][CH2:25][CH3:26].[OH-].[Na+].Cl. (2) Given the product [CH3:1][C:2]1[CH:3]=[CH:4][C:5]2[N:6]([C:8]([CH2:18][C:19]([C:22]3[CH:26]=[CH:25][S:24][CH:23]=3)=[O:20])=[C:9]([C:11]3[CH:16]=[CH:15][C:14]([CH3:17])=[CH:13][CH:12]=3)[N:10]=2)[CH:7]=1, predict the reactants needed to synthesize it. The reactants are: [CH3:1][C:2]1[CH:3]=[CH:4][C:5]2[N:6]([C:8]([CH2:18][CH:19]=[O:20])=[C:9]([C:11]3[CH:16]=[CH:15][C:14]([CH3:17])=[CH:13][CH:12]=3)[N:10]=2)[CH:7]=1.Br[C:22]1[CH:26]=[CH:25][S:24][CH:23]=1. (3) Given the product [Cl:21][C:22]1[CH:27]=[CH:26][C:25]([C:10]2[NH:11][C:7]([C:1]3[CH:6]=[CH:5][CH:4]=[CH:3][CH:2]=3)=[N:8][C:9]=2[C:13]2[CH:18]=[CH:17][N:16]=[C:15]([O:19][CH3:20])[CH:14]=2)=[CH:24][C:23]=1[C:31]([OH:33])=[O:32], predict the reactants needed to synthesize it. The reactants are: [C:1]1([C:7]2[NH:8][C:9]([C:13]3[CH:18]=[CH:17][N:16]=[C:15]([O:19][CH3:20])[CH:14]=3)=[C:10](Br)[N:11]=2)[CH:6]=[CH:5][CH:4]=[CH:3][CH:2]=1.[Cl:21][C:22]1[CH:27]=[CH:26][C:25](B(O)O)=[CH:24][C:23]=1[C:31]([O:33]C)=[O:32].C(=O)([O-])[O-].[K+].[K+].[OH-].[K+].Cl. (4) Given the product [Br:1][C:2]1[CH:8]=[C:7]([CH:9]([CH3:10])[CH3:11])[C:5]([NH:6][C:24](=[NH:25])[C:23]2[CH:26]=[CH:27][CH:28]=[C:21]([O:20][CH3:19])[CH:22]=2)=[C:4]([CH:12]([CH3:14])[CH3:13])[CH:3]=1, predict the reactants needed to synthesize it. The reactants are: [Br:1][C:2]1[CH:8]=[C:7]([CH:9]([CH3:11])[CH3:10])[C:5]([NH2:6])=[C:4]([CH:12]([CH3:14])[CH3:13])[CH:3]=1.C[Al](C)C.[CH3:19][O:20][C:21]1[CH:22]=[C:23]([CH:26]=[CH:27][CH:28]=1)[C:24]#[N:25].C(Cl)Cl. (5) Given the product [C:45]([OH:48])(=[O:47])[C:11]1[CH:10]=[CH:15][C:14]([C:18]([OH:17])=[O:19])=[CH:13][CH:12]=1, predict the reactants needed to synthesize it. The reactants are: CC1C=CC(C)=CC=1.C[C:10]1[C:15]2C[O:17][C:18](=[O:19])[C:14]=2[C:13](O[C@@H]2O[C@H](C(O)=O)[C@@H](O)[C@H](O)[C@H]2O)=[C:12](C/C=C(/CCC(O)=O)\C)[C:11]=1OC.Br.[C:45]([OH:48])(=[O:47])C. (6) Given the product [CH3:25][N:26]([CH3:30])[CH2:27][CH2:28][NH:29][C:21]([C:17]1[C:18]2[C:13](=[N:12][C:11]3[C:20]([N:19]=2)=[C:7]2[CH:6]=[CH:5][CH:4]=[C:3]([O:2][CH3:1])[C:8]2=[CH:9][CH:10]=3)[C:14]([CH3:24])=[CH:15][CH:16]=1)=[O:23], predict the reactants needed to synthesize it. The reactants are: [CH3:1][O:2][C:3]1[C:8]2=[CH:9][CH:10]=[C:11]3[C:20]([N:19]=[C:18]4[C:13]([C:14]([CH3:24])=[CH:15][CH:16]=[C:17]4[C:21]([OH:23])=O)=[N:12]3)=[C:7]2[CH:6]=[CH:5][CH:4]=1.[CH3:25][N:26]([CH3:30])[CH2:27][CH2:28][NH2:29].